Dataset: Reaction yield outcomes from USPTO patents with 853,638 reactions. Task: Predict the reaction yield, written as a fraction of the theoretical maximum amount of product (1.0 means a 100% yield; for example, 0.34 means a 34% yield). (1) The yield is 0.890. The catalyst is CO.O. The reactants are [CH2:1]([O:8][C:9]1[CH:18]=[C:17]([O:19][CH2:20][C:21]2[CH:26]=[CH:25][CH:24]=[CH:23][CH:22]=2)[C:16]([C:27]([CH3:29])=[CH2:28])=[CH:15][C:10]=1[C:11]([O:13]C)=[O:12])[C:2]1[CH:7]=[CH:6][CH:5]=[CH:4][CH:3]=1.[OH-].[K+]. The product is [CH2:1]([O:8][C:9]1[CH:18]=[C:17]([O:19][CH2:20][C:21]2[CH:26]=[CH:25][CH:24]=[CH:23][CH:22]=2)[C:16]([C:27]([CH3:29])=[CH2:28])=[CH:15][C:10]=1[C:11]([OH:13])=[O:12])[C:2]1[CH:3]=[CH:4][CH:5]=[CH:6][CH:7]=1. (2) The reactants are [Cl:1][C:2]1[C:3]([N+:11]([O-:13])=[O:12])=[C:4]([CH:8]=[CH:9][CH:10]=1)[C:5]([OH:7])=[O:6].[Si](C=[N+]=[N-])(C)(C)[CH3:15].CC(O)=O. The catalyst is CO.C(#N)C. The product is [Cl:1][C:2]1[C:3]([N+:11]([O-:13])=[O:12])=[C:4]([CH:8]=[CH:9][CH:10]=1)[C:5]([O:7][CH3:15])=[O:6]. The yield is 0.740. (3) The reactants are [Na].ClC(Cl)(Cl)[C:4]([C:6]1[NH:7][CH:8]=[C:9]([I:11])[CH:10]=1)=[O:5].[CH3:14][OH:15]. No catalyst specified. The product is [CH3:14][O:15][C:4]([C:6]1[NH:7][CH:8]=[C:9]([I:11])[CH:10]=1)=[O:5]. The yield is 0.950. (4) The reactants are [O:1]=[C:2]1[CH:8]([CH2:9][C:10]([OH:12])=[O:11])[CH2:7][C:6]2[CH:13]=[CH:14][C:15]([O:17][CH2:18][CH2:19][CH2:20][N:21]([C:29]3[CH:34]=[CH:33][CH:32]=[CH:31][N:30]=3)C(OC(C)(C)C)=O)=[CH:16][C:5]=2[CH2:4][N:3]1[CH2:35][C:36]1[CH:41]=[CH:40][C:39]([C:42]([F:45])([F:44])[F:43])=[CH:38][CH:37]=1.Cl. The catalyst is O1CCOCC1. The product is [O:1]=[C:2]1[CH:8]([CH2:9][C:10]([OH:12])=[O:11])[CH2:7][C:6]2[CH:13]=[CH:14][C:15]([O:17][CH2:18][CH2:19][CH2:20][NH:21][C:29]3[CH:34]=[CH:33][CH:32]=[CH:31][N:30]=3)=[CH:16][C:5]=2[CH2:4][N:3]1[CH2:35][C:36]1[CH:37]=[CH:38][C:39]([C:42]([F:45])([F:43])[F:44])=[CH:40][CH:41]=1. The yield is 0.820. (5) The reactants are [CH2:1]([O:3][C:4](/[CH:6]=[C:7]1/[C:8]([CH3:21])([CH3:20])[CH2:9][N:10]([C:13]([O:15][C:16]([CH3:19])([CH3:18])[CH3:17])=[O:14])[CH2:11][CH2:12]/1)=[O:5])[CH3:2]. The catalyst is CO.[Pd]. The product is [CH2:1]([O:3][C:4]([CH2:6][CH:7]1[CH2:12][CH2:11][N:10]([C:13]([O:15][C:16]([CH3:19])([CH3:18])[CH3:17])=[O:14])[CH2:9][C:8]1([CH3:20])[CH3:21])=[O:5])[CH3:2]. The yield is 0.680. (6) The reactants are [Al+3].[Cl-].[Cl-].[Cl-].Cl[C:6]1[C:11]2[CH:12]=[CH:13][CH:14]=[CH:15][C:10]=2[S:9](=[O:17])(=[O:16])[NH:8][N:7]=1.[F:18][C:19]1[CH:20]=[C:21]2[C:25](=[CH:26][CH:27]=1)[NH:24][C:23]([CH3:28])=[CH:22]2. The catalyst is ClCCCl.O. The product is [F:18][C:19]1[CH:20]=[C:21]2[C:25](=[CH:26][CH:27]=1)[NH:24][C:23]([CH3:28])=[C:22]2[C:6]1[C:11]2[CH:12]=[CH:13][CH:14]=[CH:15][C:10]=2[S:9](=[O:17])(=[O:16])[NH:8][N:7]=1. The yield is 0.190.